Task: Predict the reactants needed to synthesize the given product.. Dataset: Full USPTO retrosynthesis dataset with 1.9M reactions from patents (1976-2016) (1) Given the product [Cl:1][C:2]1[CH:3]=[C:4]2[C:14](=[CH:15][C:16]=1[Cl:17])[CH:8]=[N:7][CH2:6][CH2:5]2.[C:8]([NH2:7])([C:9]([F:12])([F:11])[F:10])=[O:13].[Cl:17][C:16]1[C:2]([Cl:1])=[C:3]2[C:4]([CH2:5][CH2:6][N:7]=[CH:8]2)=[CH:14][CH:15]=1.[C:8]([NH2:7])([C:9]([F:12])([F:11])[F:10])=[O:13], predict the reactants needed to synthesize it. The reactants are: [Cl:1][C:2]1[CH:3]=[C:4]([CH:14]=[CH:15][C:16]=1[Cl:17])[CH2:5][CH2:6][NH:7][C:8](=[O:13])[C:9]([F:12])([F:11])[F:10].C=O.OS(O)(=O)=O. (2) Given the product [ClH:50].[ClH:50].[NH2:34][C:28]([C@H:18]1[C@H:17]([C:41]2[CH:46]=[CH:45][C:44]([F:47])=[CH:43][CH:42]=2)[C@@H:16]([O:15][C@@H:13]([C:5]2[CH:6]=[C:7]([C:9]([F:10])([F:11])[F:12])[CH:8]=[C:3]([C:2]([F:48])([F:49])[F:1])[CH:4]=2)[CH3:14])[CH2:20][NH:19]1)([CH3:33])[CH2:29][C:30]([OH:32])=[O:31], predict the reactants needed to synthesize it. The reactants are: [F:1][C:2]([F:49])([F:48])[C:3]1[CH:4]=[C:5]([C@H:13]([O:15][C@H:16]2[CH2:20][N:19](C(OC(C)(C)C)=O)[C@@H:18]([C:28]([NH:34]S(C(C)(C)C)=O)([CH3:33])[CH2:29][C:30]([OH:32])=[O:31])[C@@H:17]2[C:41]2[CH:46]=[CH:45][C:44]([F:47])=[CH:43][CH:42]=2)[CH3:14])[CH:6]=[C:7]([C:9]([F:12])([F:11])[F:10])[CH:8]=1.[ClH:50].